Dataset: Forward reaction prediction with 1.9M reactions from USPTO patents (1976-2016). Task: Predict the product of the given reaction. Given the reactants [F:1][C:2]1[CH:25]=[CH:24][C:5]([C:6]([NH:8][C@H:9]([C:16]([N:18]2[CH2:23][CH2:22][O:21][CH2:20][CH2:19]2)=[O:17])[CH2:10][CH2:11][CH2:12][C:13](O)=[O:14])=[O:7])=[CH:4][CH:3]=1.CN(C(ON1N=NC2C=CC=NC1=2)=[N+](C)C)C.F[P-](F)(F)(F)(F)F.CCN(C(C)C)C(C)C.[CH3:59][O:60][C:61]1[CH:66]=[CH:65][C:64]([C@@H:67]2[CH2:69][C@H:68]2[NH2:70])=[CH:63][CH:62]=1, predict the reaction product. The product is: [F:1][C:2]1[CH:25]=[CH:24][C:5]([C:6]([NH:8][C@@H:9]([CH2:10][CH2:11][CH2:12][C:13]([NH:70][C@@H:68]2[CH2:69][C@H:67]2[C:64]2[CH:65]=[CH:66][C:61]([O:60][CH3:59])=[CH:62][CH:63]=2)=[O:14])[C:16]([N:18]2[CH2:19][CH2:20][O:21][CH2:22][CH2:23]2)=[O:17])=[O:7])=[CH:4][CH:3]=1.